Dataset: Full USPTO retrosynthesis dataset with 1.9M reactions from patents (1976-2016). Task: Predict the reactants needed to synthesize the given product. (1) Given the product [CH2:27]([NH:21][S:18]([N:13]1[CH2:12][CH2:11][N:10]([C:4]2[C:5]3[CH:9]=[CH:8][NH:7][C:6]=3[N:1]=[CH:2][N:3]=2)[CH2:17][C:14]21[CH2:16][CH2:15]2)(=[O:20])=[O:19])[CH2:28][C:29]1[CH:34]=[CH:33][CH:32]=[CH:31][CH:30]=1, predict the reactants needed to synthesize it. The reactants are: [N:1]1[C:6]2[NH:7][CH:8]=[CH:9][C:5]=2[C:4]([N:10]2[CH2:17][C:14]3([CH2:16][CH2:15]3)[N:13]([S:18]([NH2:21])(=[O:20])=[O:19])[CH2:12][CH2:11]2)=[N:3][CH:2]=1.S(N[CH2:27][CH2:28][C:29]1[CH:34]=[CH:33][CH:32]=[CH:31][CH:30]=1)(=O)(=O)N. (2) Given the product [CH:29]1([N:28]([CH3:26])[C:2]2[N:7]=[CH:6][N:5]=[C:4]([C:8]([NH:10][C:11]3[CH:12]=[CH:13][C:14]([OH:17])=[CH:15][CH:16]=3)=[O:9])[CH:3]=2)[CH2:34][CH2:33][CH2:32][CH2:31][CH2:30]1, predict the reactants needed to synthesize it. The reactants are: Cl[C:2]1[N:7]=[CH:6][N:5]=[C:4]([C:8]([NH:10][C:11]2[CH:16]=[CH:15][C:14]([OH:17])=[CH:13][C:12]=2C)=[O:9])[CH:3]=1.ClC1N=CN=C([C:26]([NH:28][C:29]2[CH:34]=[CH:33][C:32](O)=[CH:31][CH:30]=2)=O)C=1.C(N(CC)CC)C.CNC1CCCCC1. (3) Given the product [CH2:10]([O:9][C:7]([N:3]1[CH2:4][CH2:5][CH2:6][C:2]1([CH3:1])[C:17]([OH:19])=[O:18])=[O:8])[C:11]1[CH:12]=[CH:13][CH:14]=[CH:15][CH:16]=1, predict the reactants needed to synthesize it. The reactants are: [CH3:1][C:2]1([C:17]([O:19]C)=[O:18])[CH2:6][CH2:5][CH2:4][N:3]1[C:7]([O:9][CH2:10][C:11]1[CH:16]=[CH:15][CH:14]=[CH:13][CH:12]=1)=[O:8].CO.O.[OH-].[Li+].Cl. (4) Given the product [C:1]1([CH:7]([CH3:22])[CH2:8][CH2:9][CH2:10][C:11]2[CH:12]=[CH:13][C:14]([CH2:17][C:18]([O:20][CH3:21])=[O:19])=[CH:15][CH:16]=2)[CH:2]=[CH:3][CH:4]=[CH:5][CH:6]=1, predict the reactants needed to synthesize it. The reactants are: [C:1]1([C:7](=[CH2:22])[CH2:8][CH2:9][CH2:10][C:11]2[CH:16]=[CH:15][C:14]([CH2:17][C:18]([O:20][CH3:21])=[O:19])=[CH:13][CH:12]=2)[CH:6]=[CH:5][CH:4]=[CH:3][CH:2]=1.[H][H]. (5) Given the product [CH:6]([OH:5])=[O:39].[F:34][C:30]1[CH:31]=[CH:32][CH:33]=[C:2]([F:1])[C:3]=1[CH2:4][O:5][C:6]1[C:7]2[N:8]([C:13]([C:17]3[C:18]([CH3:29])=[N:19][N:20]([CH2:22][C:23]([CH3:28])([NH2:25])[CH3:24])[CH:21]=3)=[C:14]([CH3:16])[N:15]=2)[CH:9]=[C:10]([CH3:12])[CH:11]=1, predict the reactants needed to synthesize it. The reactants are: [F:1][C:2]1[CH:33]=[CH:32][CH:31]=[C:30]([F:34])[C:3]=1[CH2:4][O:5][C:6]1[C:7]2[N:8]([C:13]([C:17]3[C:18]([CH3:29])=[N:19][N:20]([CH2:22][C:23]([CH3:28])([N+:25]([O-])=O)[CH3:24])[CH:21]=3)=[C:14]([CH3:16])[N:15]=2)[CH:9]=[C:10]([CH3:12])[CH:11]=1.[H][H].C([OH:39])C.